Dataset: Full USPTO retrosynthesis dataset with 1.9M reactions from patents (1976-2016). Task: Predict the reactants needed to synthesize the given product. (1) Given the product [Cl:1][C:2]1[CH:7]=[C:6]([S:26]([C:22]2[CH:23]=[CH:24][CH:25]=[C:20]([N+:17]([O-:19])=[O:18])[CH:21]=2)(=[O:27])=[O:28])[CH:5]=[CH:4][C:3]=1[CH2:8][CH2:9][NH:10][C:11](=[O:16])[C:12]([F:14])([F:15])[F:13], predict the reactants needed to synthesize it. The reactants are: [Cl:1][C:2]1[CH:7]=[CH:6][CH:5]=[CH:4][C:3]=1[CH2:8][CH2:9][NH:10][C:11](=[O:16])[C:12]([F:15])([F:14])[F:13].[N+:17]([C:20]1[CH:21]=[C:22]([S:26](Cl)(=[O:28])=[O:27])[CH:23]=[CH:24][CH:25]=1)([O-:19])=[O:18].Cl[Al](Cl)Cl. (2) The reactants are: [Cl:1][C:2]1[CH:7]=[CH:6][C:5]([OH:8])=[CH:4][CH:3]=1.F[C:10]1[CH:15]=[CH:14][CH:13]=[CH:12][C:11]=1[N+:16]([O-:18])=[O:17].C(=O)([O-])[O-].[K+].[K+]. Given the product [Cl:1][C:2]1[CH:7]=[CH:6][C:5]([O:8][C:10]2[CH:15]=[CH:14][CH:13]=[CH:12][C:11]=2[N+:16]([O-:18])=[O:17])=[CH:4][CH:3]=1, predict the reactants needed to synthesize it.